From a dataset of Reaction yield outcomes from USPTO patents with 853,638 reactions. Predict the reaction yield, written as a fraction of the theoretical maximum amount of product (1.0 means a 100% yield; for example, 0.34 means a 34% yield). (1) The reactants are [OH:1][C:2]1[CH:3]=[C:4]2[C:9](=[CH:10][CH:11]=1)[N:8]=[C:7]([CH2:12][CH:13]([CH3:15])[CH3:14])[C:6]([CH2:16][NH:17][C:18](=[O:24])[O:19][C:20]([CH3:23])([CH3:22])[CH3:21])=[C:5]2[C:25]1[CH:30]=[CH:29][C:28]([CH3:31])=[CH:27][CH:26]=1.Br[CH2:33][CH2:34][CH2:35][C:36]([O:38][CH2:39][CH3:40])=[O:37].[C:41](=O)([O-])[O-].[K+].[K+].CN(C)C=O. The catalyst is O. The product is [C:20]([O:19][C:18]([NH:17][CH2:16][C:6]1[C:7]([CH2:12][CH:13]([CH3:15])[CH3:14])=[N:8][C:9]2[C:4]([C:5]=1[C:25]1[CH:26]=[CH:27][C:28]([CH2:31][CH3:41])=[CH:29][CH:30]=1)=[CH:3][C:2]([O:1][CH2:33][CH2:34][CH2:35][C:36]([O:38][CH2:39][CH3:40])=[O:37])=[CH:11][CH:10]=2)=[O:24])([CH3:23])([CH3:21])[CH3:22]. The yield is 0.670. (2) The reactants are [NH2:1][C:2]1[CH:3]=[N:4][C:5]([O:8][CH3:9])=[CH:6][CH:7]=1.[CH2:10]([O:12][C:13](=[O:24])[C:14](=[CH:20]OCC)[C:15]([O:17][CH2:18][CH3:19])=[O:16])[CH3:11].C(O)C. The catalyst is C1(C)C=CC=CC=1. The product is [CH2:10]([O:12][C:13](=[O:24])[C:14](=[CH:20][NH:1][C:2]1[CH:3]=[N:4][C:5]([O:8][CH3:9])=[CH:6][CH:7]=1)[C:15]([O:17][CH2:18][CH3:19])=[O:16])[CH3:11]. The yield is 0.900. (3) The reactants are CON(C)[C:4]([C:6]1[N:7]=[N:8][CH:9]=[CH:10][CH:11]=1)=[O:5].[CH3:13]OC1C=CC(P2(SP(C3C=CC(OC)=CC=3)(=S)S2)=S)=CC=1. The catalyst is C1(C)C=CC=CC=1. The product is [N:8]1[CH:9]=[CH:10][CH:11]=[C:6]([CH:4]([OH:5])[CH3:13])[N:7]=1. The yield is 0.660. (4) The reactants are [Si:1]([O:8][CH2:9][C:10]1[CH:11]=[C:12]([CH:15]=[CH:16][N:17]=1)[C:13]#[N:14])([C:4]([CH3:7])([CH3:6])[CH3:5])([CH3:3])[CH3:2].Cl.[NH2:19][OH:20].C([O-])([O-])=O.[Na+].[Na+]. The catalyst is CCO. The product is [Si:1]([O:8][CH2:9][C:10]1[CH:11]=[C:12]([CH:15]=[CH:16][N:17]=1)[C:13](=[NH:14])[NH:19][OH:20])([C:4]([CH3:7])([CH3:6])[CH3:5])([CH3:3])[CH3:2]. The yield is 1.00.